From a dataset of CYP2D6 inhibition data for predicting drug metabolism from PubChem BioAssay. Regression/Classification. Given a drug SMILES string, predict its absorption, distribution, metabolism, or excretion properties. Task type varies by dataset: regression for continuous measurements (e.g., permeability, clearance, half-life) or binary classification for categorical outcomes (e.g., BBB penetration, CYP inhibition). Dataset: cyp2d6_veith. (1) The compound is CC(C)Cn1cnc2c(SCc3ccccn3)nc(N)nc21. The result is 0 (non-inhibitor). (2) The compound is COc1ccc(Oc2ncc3nc(-c4ccccc4)c(=O)n(Cc4cccs4)c3n2)cc1. The result is 0 (non-inhibitor).